Dataset: Catalyst prediction with 721,799 reactions and 888 catalyst types from USPTO. Task: Predict which catalyst facilitates the given reaction. (1) Reactant: Cl.[CH3:2][O:3][C:4](=[O:11])[CH2:5][C@H:6]([NH2:10])[C:7]([OH:9])=[O:8].[CH2:12](N(CC)CC)C.[C:19]([O-:24])(=[O:23])[C:20](C)=[CH2:21].[CH3:25][C:26]([O:29][C:30](O[C:30]([O:29][C:26]([CH3:28])([CH3:27])[CH3:25])=[O:31])=[O:31])([CH3:28])[CH3:27]. Product: [CH3:2][O:3][C:4](=[O:11])[CH2:5][C@H:6]([N:10]([C:30]([O:29][C:26]([CH3:28])([CH3:27])[CH3:25])=[O:31])[CH2:21][CH2:20][C:19]([O:24][CH3:12])=[O:23])[C:7]([OH:9])=[O:8]. The catalyst class is: 878. (2) Reactant: [CH3:1][O:2][C:3]1[CH:11]=[C:10]([N:12]2[CH:16]=[CH:15][CH:14]=[N:13]2)[CH:9]=[CH:8][C:4]=1[C:5](O)=[O:6].S(Cl)([Cl:19])=O.CN1CCCC1=O. Product: [CH3:1][O:2][C:3]1[CH:11]=[C:10]([N:12]2[CH:16]=[CH:15][CH:14]=[N:13]2)[CH:9]=[CH:8][C:4]=1[C:5]([Cl:19])=[O:6]. The catalyst class is: 4. (3) Reactant: Cl.[NH:2]1[CH2:5][CH:4]([C:6]([OH:8])=[O:7])[CH2:3]1.[C:9](O[C:9]([O:11][C:12]([CH3:15])([CH3:14])[CH3:13])=[O:10])([O:11][C:12]([CH3:15])([CH3:14])[CH3:13])=[O:10].C(N(CC)CC)C. Product: [C:12]([O:11][C:9]([N:2]1[CH2:5][CH:4]([C:6]([OH:8])=[O:7])[CH2:3]1)=[O:10])([CH3:15])([CH3:14])[CH3:13]. The catalyst class is: 2. (4) Reactant: F[C:2]1[CH:7]=[CH:6][CH:5]=[CH:4][N:3]=1.[Br:8][C:9]1[CH:16]=[CH:15][C:12]([CH2:13][OH:14])=[CH:11][CH:10]=1.CC(C)([O-])C.[K+].CN1CCCC1=O. Product: [Br:8][C:9]1[CH:16]=[CH:15][C:12]([CH2:13][O:14][C:2]2[CH:7]=[CH:6][CH:5]=[CH:4][N:3]=2)=[CH:11][CH:10]=1. The catalyst class is: 6. (5) Reactant: [F:1][C:2]1[CH:7]=[CH:6][C:5]([C:8]2[CH2:9][CH2:10][NH:11][CH2:12][CH:13]=2)=[CH:4][CH:3]=1.[CH2:14]1[CH2:20][S:17](=[O:19])(=[O:18])[O:16][CH2:15]1. Product: [F:1][C:2]1[CH:7]=[CH:6][C:5]([C:8]2[CH2:13][CH2:12][N:11]([CH2:15][CH2:14][CH2:20][S:17]([OH:19])(=[O:18])=[O:16])[CH2:10][CH:9]=2)=[CH:4][CH:3]=1. The catalyst class is: 21. (6) Reactant: Cl.[NH2:2][OH:3].[C:4]([N:6]1[CH2:11][CH2:10][CH2:9][CH2:8][CH2:7]1)#[N:5].C(=O)([O-])[O-].[Na+].[Na+]. Product: [OH:3][NH:2][C:4]([N:6]1[CH2:11][CH2:10][CH2:9][CH2:8][CH2:7]1)=[NH:5]. The catalyst class is: 72. (7) Reactant: [NH2:1][C:2]1[C:7]([CH:8]=[O:9])=[C:6]([Cl:10])[N:5]=[CH:4][CH:3]=1.[Cl:11]N1C(=O)CCC1=O.O. Product: [NH2:1][C:2]1[C:7]([CH:8]=[O:9])=[C:6]([Cl:10])[N:5]=[CH:4][C:3]=1[Cl:11]. The catalyst class is: 3. (8) Reactant: [O-:1][S:2]([O-:4])=[O:3].[Na+:5].[Na+].Cl[CH2:8][CH2:9][O:10][C:11]1[CH:16]=[CH:15][CH:14]=[CH:13][CH:12]=1. Product: [O:10]([CH2:9][CH2:8][S:2]([O-:4])(=[O:1])=[O:3])[C:11]1[CH:16]=[CH:15][CH:14]=[CH:13][CH:12]=1.[Na+:5]. The catalyst class is: 6. (9) The catalyst class is: 331. Product: [F:21][C:17]1[C:18]([F:20])=[CH:19][N:15]([C:13]2[CH:12]=[CH:11][C:10]([N:22]3[CH:27]=[C:26]([O:28][CH3:29])[C:25](=[O:30])[C:24]([C:31]4[N:35]([C:36]5[CH:41]=[CH:40][CH:39]=[CH:38][CH:37]=5)[N:34]=[CH:33][CH:32]=4)=[N:23]3)=[C:9]([OH:8])[CH:14]=2)[CH:16]=1. Reactant: C([O:8][C:9]1[CH:14]=[C:13]([N:15]2[CH:19]=[C:18]([F:20])[C:17]([F:21])=[CH:16]2)[CH:12]=[CH:11][C:10]=1[N:22]1[CH:27]=[C:26]([O:28][CH3:29])[C:25](=[O:30])[C:24]([C:31]2[N:35]([C:36]3[CH:41]=[CH:40][CH:39]=[CH:38][CH:37]=3)[N:34]=[CH:33][CH:32]=2)=[N:23]1)C1C=CC=CC=1.